This data is from Reaction yield outcomes from USPTO patents with 853,638 reactions. The task is: Predict the reaction yield, written as a fraction of the theoretical maximum amount of product (1.0 means a 100% yield; for example, 0.34 means a 34% yield). (1) The reactants are [F:1][C:2]1[CH:3]=[C:4]([N:11]2[CH2:16][CH2:15][CH:14]([N:17]3[CH2:21][CH2:20][CH2:19][C@@H:18]3[CH3:22])[CH2:13][CH2:12]2)[CH:5]=[CH:6][C:7]=1[N+:8]([O-])=O. The catalyst is C(O)C.[Pd]. The product is [F:1][C:2]1[CH:3]=[C:4]([N:11]2[CH2:16][CH2:15][CH:14]([N:17]3[CH2:21][CH2:20][CH2:19][C@@H:18]3[CH3:22])[CH2:13][CH2:12]2)[CH:5]=[CH:6][C:7]=1[NH2:8]. The yield is 0.200. (2) The reactants are [NH2:1][C:2]1[N:6]([C:7]2[CH:8]=[C:9]([CH:16]=[CH:17][C:18]=2[CH3:19])[C:10]([NH:12][CH:13]2[CH2:15][CH2:14]2)=[O:11])[N:5]=[CH:4][C:3]=1[C:20](=[O:28])[C:21]1[CH:26]=[CH:25][CH:24]=[C:23]([OH:27])[CH:22]=1.Cl[CH2:30][CH:31]1[CH2:35][O:34][C:33]([CH3:37])([CH3:36])[O:32]1.C([O-])([O-])=O.[K+].[K+]. The catalyst is CN(C=O)C. The product is [NH2:1][C:2]1[N:6]([C:7]2[CH:8]=[C:9]([CH:16]=[CH:17][C:18]=2[CH3:19])[C:10]([NH:12][CH:13]2[CH2:14][CH2:15]2)=[O:11])[N:5]=[CH:4][C:3]=1[C:20](=[O:28])[C:21]1[CH:26]=[CH:25][CH:24]=[C:23]([O:27][CH2:30][CH:31]2[CH2:35][O:34][C:33]([CH3:37])([CH3:36])[O:32]2)[CH:22]=1. The yield is 0.180. (3) The reactants are [NH:1]1[C:9]2[C:4](=[CH:5][CH:6]=[CH:7][CH:8]=2)[C:3]([C:10]([OH:12])=[O:11])=[N:2]1.S(Cl)(Cl)=O.[CH3:17]O. No catalyst specified. The product is [NH:1]1[C:9]2[C:4](=[CH:5][CH:6]=[CH:7][CH:8]=2)[C:3]([C:10]([O:12][CH3:17])=[O:11])=[N:2]1. The yield is 0.920. (4) The reactants are [Br:1][C:2]1[CH:3]=[C:4]([NH:10][C:11]2[N:16]=[CH:15][C:14]([O:17][CH:18]3[CH2:21][N:20](C(OC(C)(C)C)=O)[CH2:19]3)=[CH:13][CH:12]=2)[C:5](=[O:9])[N:6]([CH3:8])[CH:7]=1.[ClH:29].O1CCOCC1. The catalyst is CO. The product is [ClH:29].[NH:20]1[CH2:21][CH:18]([O:17][C:14]2[CH:13]=[CH:12][C:11]([NH:10][C:4]3[C:5](=[O:9])[N:6]([CH3:8])[CH:7]=[C:2]([Br:1])[CH:3]=3)=[N:16][CH:15]=2)[CH2:19]1. The yield is 0.990. (5) The reactants are [Cl:1][C:2]1[CH:3]=[C:4]([CH2:9][C:10]([OH:12])=O)[CH:5]=[CH:6][C:7]=1[OH:8].C1N=CN(C(N2C=NC=C2)=O)C=1.[CH2:25]([N:29]1[C:37]2[N:36]=[C:35]([Cl:38])[NH:34][C:33]=2[C:32](=[O:39])[N:31]([CH2:40][CH2:41][CH2:42]/[C:43](=[N:46]/[H])/[NH:44]O)[C:30]1=[O:48])[CH2:26][CH2:27][CH3:28]. The catalyst is CS(C)=O. The product is [CH2:25]([N:29]1[C:37]2[N:36]=[C:35]([Cl:38])[NH:34][C:33]=2[C:32](=[O:39])[N:31]([CH2:40][CH2:41][CH2:42][C:43]2[N:44]=[C:10]([CH2:9][C:4]3[CH:5]=[CH:6][C:7]([OH:8])=[C:2]([Cl:1])[CH:3]=3)[O:12][N:46]=2)[C:30]1=[O:48])[CH2:26][CH2:27][CH3:28]. The yield is 0.170. (6) The reactants are [CH:1]1([CH2:4][CH:5]([C:22]2[CH:31]=[CH:30][C:25]([C:26](OC)=[O:27])=[CH:24][CH:23]=2)[O:6][C:7]2[CH:12]=[CH:11][C:10]([N:13]3[CH:17]=[C:16]([C:18]([F:21])([F:20])[F:19])[CH:15]=[N:14]3)=[CH:9][CH:8]=2)[CH2:3][CH2:2]1.O.[OH-].[Li+].Cl.F[P-](F)(F)(F)(F)F.N1(OC(N(C)C)=[N+](C)C)C2N=CC=CC=2N=N1.CN1CCOCC1.[NH2:67][CH2:68][CH2:69][C:70]([O:72][CH3:73])=[O:71]. The catalyst is CO.O. The product is [CH:1]1([CH2:4][CH:5]([C:22]2[CH:31]=[CH:30][C:25]([C:26]([NH:67][CH2:68][CH2:69][C:70]([O:72][CH3:73])=[O:71])=[O:27])=[CH:24][CH:23]=2)[O:6][C:7]2[CH:8]=[CH:9][C:10]([N:13]3[CH:17]=[C:16]([C:18]([F:20])([F:21])[F:19])[CH:15]=[N:14]3)=[CH:11][CH:12]=2)[CH2:3][CH2:2]1. The yield is 0.760. (7) The reactants are F[C:2]1[CH:11]=[CH:10][C:9]([N+:12]([O-:14])=[O:13])=[CH:8][C:3]=1[C:4]([O:6][CH3:7])=[O:5].[F:15][C:16]1[CH:21]=[CH:20][C:19]([OH:22])=[CH:18][C:17]=1[NH:23][C:24](=[O:36])[CH2:25][C:26]1[CH:31]=[CH:30][CH:29]=[C:28]([C:32]([F:35])([F:34])[F:33])[CH:27]=1.C(=O)([O-])[O-].[K+].[K+]. The catalyst is CN(C)C=O.C(OCC)(=O)C. The product is [F:15][C:16]1[CH:21]=[CH:20][C:19]([O:22][C:2]2[CH:11]=[CH:10][C:9]([N+:12]([O-:14])=[O:13])=[CH:8][C:3]=2[C:4]([O:6][CH3:7])=[O:5])=[CH:18][C:17]=1[NH:23][C:24](=[O:36])[CH2:25][C:26]1[CH:31]=[CH:30][CH:29]=[C:28]([C:32]([F:35])([F:33])[F:34])[CH:27]=1. The yield is 0.930. (8) The reactants are C[O:2][C:3](=[O:16])[CH2:4][C:5]1[CH:10]=[CH:9][CH:8]=[C:7]([O:11][CH:12]([CH2:14][CH3:15])[CH3:13])[CH:6]=1.[OH-].[Na+]. The yield is 0.730. The catalyst is CO. The product is [CH:12]([O:11][C:7]1[CH:6]=[C:5]([CH2:4][C:3]([OH:16])=[O:2])[CH:10]=[CH:9][CH:8]=1)([CH2:14][CH3:15])[CH3:13].